This data is from TCR-epitope binding with 47,182 pairs between 192 epitopes and 23,139 TCRs. The task is: Binary Classification. Given a T-cell receptor sequence (or CDR3 region) and an epitope sequence, predict whether binding occurs between them. (1) The epitope is KLPDDFTGCV. The TCR CDR3 sequence is CASSQDARGGFDEQFF. Result: 1 (the TCR binds to the epitope). (2) The epitope is ATDALMTGY. The TCR CDR3 sequence is CASSTGTSNTGELFF. Result: 1 (the TCR binds to the epitope). (3) The epitope is TVYDPLQPELDSFK. The TCR CDR3 sequence is CAWTDNTGELFF. Result: 0 (the TCR does not bind to the epitope). (4) The epitope is HLVDFQVTI. The TCR CDR3 sequence is CASSFPGADTQYF. Result: 0 (the TCR does not bind to the epitope). (5) The epitope is FADDLNQLTGY. The TCR CDR3 sequence is CASSSTPNTEAFF. Result: 1 (the TCR binds to the epitope). (6) The TCR CDR3 sequence is CASSPRDSKETQYF. The epitope is YSEHPTFTSQY. Result: 0 (the TCR does not bind to the epitope). (7) Result: 0 (the TCR does not bind to the epitope). The epitope is RLDKVEAEV. The TCR CDR3 sequence is CSVGFIAEAFF. (8) The epitope is YIFFASFYY. The TCR CDR3 sequence is CASSNGGGSRAYNEQFF. Result: 1 (the TCR binds to the epitope). (9) Result: 0 (the TCR does not bind to the epitope). The epitope is HPKVSSEVHI. The TCR CDR3 sequence is CASSYFRRLPGQVFYEQYF.